From a dataset of Peptide-MHC class II binding affinity with 134,281 pairs from IEDB. Regression. Given a peptide amino acid sequence and an MHC pseudo amino acid sequence, predict their binding affinity value. This is MHC class II binding data. (1) The peptide sequence is RKGVLFNIQYVNYWF. The MHC is HLA-DPA10103-DPB10201 with pseudo-sequence HLA-DPA10103-DPB10201. The binding affinity (normalized) is 0.803. (2) The peptide sequence is YDKFLANVRTVLTGK. The MHC is DRB1_0701 with pseudo-sequence DRB1_0701. The binding affinity (normalized) is 0.736. (3) The MHC is DRB1_0405 with pseudo-sequence DRB1_0405. The peptide sequence is GEVPSTEDLVNLLPAILSPG. The binding affinity (normalized) is 0.796. (4) The peptide sequence is AATAAAAAAVDRGDP. The MHC is HLA-DQA10501-DQB10301 with pseudo-sequence HLA-DQA10501-DQB10301. The binding affinity (normalized) is 0.602. (5) The peptide sequence is EEIITLNSYGSFQEF. The MHC is DRB1_0901 with pseudo-sequence DRB1_0901. The binding affinity (normalized) is 0.576.